This data is from Catalyst prediction with 721,799 reactions and 888 catalyst types from USPTO. The task is: Predict which catalyst facilitates the given reaction. (1) Reactant: [F:1][C:2]([F:11])([F:10])[C:3]1[CH:4]=[C:5]([CH:7]=[CH:8][CH:9]=1)[NH2:6].N1C=CC=CC=1.[CH3:18][O:19][C:20]1[CH:28]=[CH:27][CH:26]=[CH:25][C:21]=1[C:22](Cl)=[O:23]. Product: [CH3:18][O:19][C:20]1[CH:28]=[CH:27][CH:26]=[CH:25][C:21]=1[C:22]([NH:6][C:5]1[CH:7]=[CH:8][CH:9]=[C:3]([C:2]([F:10])([F:11])[F:1])[CH:4]=1)=[O:23]. The catalyst class is: 172. (2) Reactant: [NH2:1][C:2]1[CH:11]=[C:10]([F:12])[CH:9]=[C:8]2[C:3]=1[C:4]([CH2:14][C:15]1[N:19]([CH3:20])[N:18]=[CH:17][N:16]=1)=[N:5][NH:6][C:7]2=[O:13].[N:21]([O-])=O.[Na+].Cl. Product: [F:12][C:10]1[CH:9]=[C:8]2[C:3]([C:4]([CH2:14][C:15]3[N:19]([CH3:20])[N:18]=[CH:17][N:16]=3)=[N:5][NH:6][C:7]2=[O:13])=[C:2]([NH:1][NH2:21])[CH:11]=1. The catalyst class is: 4. (3) Reactant: [CH3:1][N:2]1[CH2:6][CH2:5][CH:4]([OH:7])[CH2:3]1.C1(P(C2C=CC=CC=2)C2C=CC=CC=2)C=CC=CC=1.[Cl:27][C:28]1[CH:33]=[CH:32][C:31]([C:34]2[N:39]=[C:38]([C:40]([O:42][CH2:43][CH3:44])=[O:41])[CH:37]=[CH:36][C:35]=2[C:45]2[C:50]([O:51][CH3:52])=[CH:49][CH:48]=[CH:47][C:46]=2[O:53][CH3:54])=[CH:30][C:29]=1O.CC(OC(/N=N/C(OC(C)C)=O)=O)C. Product: [Cl:27][C:28]1[CH:29]=[CH:30][C:31]([C:34]2[N:39]=[C:38]([C:40]([O:42][CH2:43][CH3:44])=[O:41])[CH:37]=[CH:36][C:35]=2[C:45]2[C:50]([O:51][CH3:52])=[CH:49][CH:48]=[CH:47][C:46]=2[O:53][CH3:54])=[CH:32][C:33]=1[O:7][CH:4]1[CH2:5][CH2:6][N:2]([CH3:1])[CH2:3]1. The catalyst class is: 49. (4) Reactant: CO[C:3]([C@@H:5]1[O:9][C:8](=[O:10])[N:7]([C:11]2[CH:20]=[CH:19][C:14]3[C:15]([CH3:18])=[N:16][O:17][C:13]=3[CH:12]=2)[CH2:6]1)=[O:4].Cl.[CH2:22]([O:24][NH2:25])[CH3:23].N1C=CC=CC=1.O. Product: [CH2:22]([O:24][NH:25][C:3]([C@@H:5]1[O:9][C:8](=[O:10])[N:7]([C:11]2[CH:20]=[CH:19][C:14]3[C:15]([CH3:18])=[N:16][O:17][C:13]=3[CH:12]=2)[CH2:6]1)=[O:4])[CH3:23]. The catalyst class is: 2. (5) Reactant: NC1C=CC=CC=1C1C([C:14]([C:16]2[C:21]([C:22]3[CH:27]=[CH:26][CH:25]=[CH:24][C:23]=3[NH2:28])=[CH:20][CH:19]=[CH:18][N:17]=2)=O)=NC=CC=1.[NH2:29][C:30](N)=[O:31]. Product: [N:17]1[CH:18]=[CH:19][CH:20]=[CH:14][C:16]=1[C:21]1[C:22]2[C:23](=[CH:24][CH:25]=[CH:26][CH:27]=2)[NH:28][C:30](=[O:31])[N:29]=1. The catalyst class is: 15.